From a dataset of Full USPTO retrosynthesis dataset with 1.9M reactions from patents (1976-2016). Predict the reactants needed to synthesize the given product. (1) Given the product [CH:27]([C:30]1[N:31]=[C:32]([C:2]2[CH:7]=[C:6]([O:8][CH2:9][C:10]3[CH:15]=[CH:14][C:13]([O:16][CH3:17])=[CH:12][CH:11]=3)[N:5]=[C:4]([C:18]3[S:19][CH:20]=[C:21]([C:23]([F:26])([F:25])[F:24])[N:22]=3)[N:3]=2)[S:33][CH:34]=1)([CH3:29])[CH3:28], predict the reactants needed to synthesize it. The reactants are: Cl[C:2]1[CH:7]=[C:6]([O:8][CH2:9][C:10]2[CH:15]=[CH:14][C:13]([O:16][CH3:17])=[CH:12][CH:11]=2)[N:5]=[C:4]([C:18]2[S:19][CH:20]=[C:21]([C:23]([F:26])([F:25])[F:24])[N:22]=2)[N:3]=1.[CH:27]([C:30]1[N:31]=[C:32]([Sn](CCCC)(CCCC)CCCC)[S:33][CH:34]=1)([CH3:29])[CH3:28].COC1C=C(C2SC=C(C(F)(F)F)N=2)N=C(C2SC=C(C)N=2)C=1. (2) Given the product [Br:1][C:2]1[N:3]=[C:4]([CH2:7][O:8][Si:18]([C:14]([CH3:17])([CH3:16])[CH3:15])([CH3:21])[CH3:20])[S:5][CH:6]=1, predict the reactants needed to synthesize it. The reactants are: [Br:1][C:2]1[N:3]=[C:4]([CH2:7][OH:8])[S:5][CH:6]=1.N1C=CN=C1.[C:14]([Si:18]([CH3:21])([CH3:20])Cl)([CH3:17])([CH3:16])[CH3:15].Cl.